Dataset: Forward reaction prediction with 1.9M reactions from USPTO patents (1976-2016). Task: Predict the product of the given reaction. (1) Given the reactants Br[C:2]1[N:6]([CH:7]([CH3:9])[CH3:8])[C:5]2[CH:10]([C:23]3[CH:28]=[CH:27][C:26]([Cl:29])=[CH:25][CH:24]=3)[N:11]([C:14]3[CH:21]=[C:20]([Cl:22])[CH:19]=[CH:18][C:15]=3[C:16]#[N:17])[C:12](=[O:13])[C:4]=2[CH:3]=1.[CH3:30][O:31][C:32]1[CH:37]=[CH:36][CH:35]=[CH:34][C:33]=1B(O)O.BrC1N(C(C)C)C2C(C3C=CC(Cl)=CC=3)N(C3C=C(Cl)C=CC=3C)C(=O)C=2C=1.C(C1C=CC(OC)=C(B(O)O)C=1)#N, predict the reaction product. The product is: [Cl:22][C:20]1[CH:19]=[CH:18][C:15]([C:16]#[N:17])=[C:14]([N:11]2[C:12](=[O:13])[C:4]3[CH:3]=[C:2]([C:33]4[CH:34]=[CH:35][CH:36]=[CH:37][C:32]=4[O:31][CH3:30])[N:6]([CH:7]([CH3:9])[CH3:8])[C:5]=3[CH:10]2[C:23]2[CH:24]=[CH:25][C:26]([Cl:29])=[CH:27][CH:28]=2)[CH:21]=1. (2) Given the reactants [CH3:1][C:2]1[C:3]([CH:22]([C:25]2[NH:29][C:28]3[CH:30]=[CH:31][C:32]([C:34]#[N:35])=[CH:33][C:27]=3[N:26]=2)[CH2:23][OH:24])=[C:4]2[C:8](=[C:9]([CH3:11])[CH:10]=1)[N:7](S(C1C=CC(C)=CC=1)(=O)=O)[CH:6]=[CH:5]2.C(N)CC(C)C.[OH-].[K+], predict the reaction product. The product is: [CH3:1][C:2]1[C:3]([CH:22]([C:25]2[NH:29][C:28]3[CH:30]=[CH:31][C:32]([C:34]#[N:35])=[CH:33][C:27]=3[N:26]=2)[CH2:23][OH:24])=[C:4]2[C:8](=[C:9]([CH3:11])[CH:10]=1)[NH:7][CH:6]=[CH:5]2. (3) Given the reactants [C:1]([O:4][CH:5]([CH3:18])[CH:6]([NH:10][C:11]([O:13][C:14]([CH3:17])([CH3:16])[CH3:15])=[O:12])[C:7]([O-:9])=[O:8])(=[O:3])[CH3:2], predict the reaction product. The product is: [C:1]([O:4][C@H:5]([CH3:18])[C@H:6]([NH:10][C:11]([O:13][C:14]([CH3:17])([CH3:16])[CH3:15])=[O:12])[C:7]([OH:9])=[O:8])(=[O:3])[CH3:2].